From a dataset of Forward reaction prediction with 1.9M reactions from USPTO patents (1976-2016). Predict the product of the given reaction. (1) Given the reactants C(OC([N:8]([CH3:36])[C@H:9]([C:11]([NH:13][C@@H:14]([CH:30]1[CH2:35][CH2:34][CH2:33][CH2:32][CH2:31]1)[C:15]([N:17]1[C@H:22]([C:23]([O:25]C)=O)[CH2:21][N:20]2[CH2:27][CH2:28][CH2:29][C@@H:19]2[CH2:18]1)=[O:16])=[O:12])[CH3:10])=O)(C)(C)C.O.[OH-].[Li+].[F:40][C:41]1[CH:50]=[C:49]2[C:44]([C@H:45]([NH2:51])[CH2:46][CH2:47][O:48]2)=[CH:43][CH:42]=1.[Cl-:52].COC1N=C(OC)N=C([N+]2(C)CCOCC2)N=1.C(OCC)(=O)C.Cl, predict the reaction product. The product is: [ClH:52].[ClH:52].[CH:30]1([C@H:14]([NH:13][C:11](=[O:12])[C@H:9]([CH3:10])[NH:8][CH3:36])[C:15]([N:17]2[C@H:22]([C:23]([NH:51][C@H:45]3[C:44]4[C:49](=[CH:50][C:41]([F:40])=[CH:42][CH:43]=4)[O:48][CH2:47][CH2:46]3)=[O:25])[CH2:21][N:20]3[CH2:27][CH2:28][CH2:29][C@@H:19]3[CH2:18]2)=[O:16])[CH2:31][CH2:32][CH2:33][CH2:34][CH2:35]1. (2) The product is: [C:44]([CH2:43][O:42][C:40](=[O:41])[C:39]1[CH:51]=[CH:52][C:36]([NH:35][C:33]([C@H:14]2[C@H:13]([C:9]3[CH:10]=[CH:11][CH:12]=[C:7]([Cl:6])[C:8]=3[F:55])[C@:17]([C:20]3[CH:25]=[CH:24][C:23]([Cl:26])=[CH:22][C:21]=3[F:27])([C:18]#[N:19])[C@H:16]([CH2:28][C:29]([CH3:31])([CH3:32])[CH3:30])[NH:15]2)=[O:34])=[C:37]([O:53][CH3:54])[CH:38]=1)([OH:46])=[O:45]. Given the reactants Br.C(O)(=O)C.[Cl:6][C:7]1[C:8]([F:55])=[C:9]([C@@H:13]2[C@:17]([C:20]3[CH:25]=[CH:24][C:23]([Cl:26])=[CH:22][C:21]=3[F:27])([C:18]#[N:19])[C@H:16]([CH2:28][C:29]([CH3:32])([CH3:31])[CH3:30])[NH:15][C@H:14]2[C:33]([NH:35][C:36]2[CH:52]=[CH:51][C:39]([C:40]([O:42][CH2:43][C:44]([O:46]C(C)(C)C)=[O:45])=[O:41])=[CH:38][C:37]=2[O:53][CH3:54])=[O:34])[CH:10]=[CH:11][CH:12]=1, predict the reaction product. (3) Given the reactants [F:1][CH:2]([F:13])[O:3][C:4]1[C:5]([N+:10]([O-])=O)=[N:6][CH:7]=[CH:8][CH:9]=1, predict the reaction product. The product is: [F:13][CH:2]([F:1])[O:3][C:4]1[C:5]([NH2:10])=[N:6][CH:7]=[CH:8][CH:9]=1. (4) Given the reactants CO[C:3]([C:5]1[N:6]=[C:7]([C:23]#[N:24])[C:8]2[C:13]([C:14]=1[OH:15])=[C:12]([O:16][C:17]1[CH:22]=[CH:21][CH:20]=[CH:19][CH:18]=1)[CH:11]=[CH:10][CH:9]=2)=[O:4].[NH2:25][CH2:26][C:27]([OH:29])=[O:28], predict the reaction product. The product is: [C:23]([C:7]1[C:8]2[C:13](=[C:12]([O:16][C:17]3[CH:22]=[CH:21][CH:20]=[CH:19][CH:18]=3)[CH:11]=[CH:10][CH:9]=2)[C:14]([OH:15])=[C:5]([C:3]([NH:25][CH2:26][C:27]([OH:29])=[O:28])=[O:4])[N:6]=1)#[N:24].